From a dataset of Full USPTO retrosynthesis dataset with 1.9M reactions from patents (1976-2016). Predict the reactants needed to synthesize the given product. Given the product [Br:1][C:2]1[CH:8]=[CH:7][C:5]([NH:6][C:10](=[O:11])[O:12][C:13]([CH3:16])([CH3:15])[CH3:14])=[C:4]([F:9])[CH:3]=1, predict the reactants needed to synthesize it. The reactants are: [Br:1][C:2]1[CH:8]=[CH:7][C:5]([NH2:6])=[C:4]([F:9])[CH:3]=1.[C:10](O[C:10]([O:12][C:13]([CH3:16])([CH3:15])[CH3:14])=[O:11])([O:12][C:13]([CH3:16])([CH3:15])[CH3:14])=[O:11].